Task: Regression. Given a peptide amino acid sequence and an MHC pseudo amino acid sequence, predict their binding affinity value. This is MHC class I binding data.. Dataset: Peptide-MHC class I binding affinity with 185,985 pairs from IEDB/IMGT (1) The peptide sequence is AKYEICLEK. The MHC is HLA-A03:01 with pseudo-sequence HLA-A03:01. The binding affinity (normalized) is 0.0847. (2) The peptide sequence is DQTHIKTIAV. The MHC is Mamu-B01 with pseudo-sequence Mamu-B01. The binding affinity (normalized) is 0. (3) The peptide sequence is ILQEMSETY. The MHC is HLA-B08:02 with pseudo-sequence HLA-B08:02. The binding affinity (normalized) is 0.0847. (4) The peptide sequence is YTFFSYLMK. The MHC is HLA-A33:01 with pseudo-sequence HLA-A33:01. The binding affinity (normalized) is 0.260. (5) The peptide sequence is IDYDCVSFCY. The MHC is HLA-B44:03 with pseudo-sequence HLA-B44:03. The binding affinity (normalized) is 0.387.